Dataset: Reaction yield outcomes from USPTO patents with 853,638 reactions. Task: Predict the reaction yield, written as a fraction of the theoretical maximum amount of product (1.0 means a 100% yield; for example, 0.34 means a 34% yield). (1) The reactants are [Br:1][C:2]1[CH:10]=[C:9](/[CH:11]=[CH:12]/[CH:13]([C:18]2[CH:23]=[C:22]([Cl:24])[C:21]([F:25])=[C:20]([Cl:26])[CH:19]=2)[C:14]([F:17])([F:16])[F:15])[CH:8]=[CH:7][C:3]=1[C:4](O)=[O:5].[NH2:27][CH2:28][C:29]([NH:31][CH2:32][C:33]([F:36])([F:35])[F:34])=[O:30].F[P-](F)(F)(F)(F)F.N1(O[P+](N2CCCC2)(N2CCCC2)N2CCCC2)C2C=CC=CC=2N=N1.CCN(C(C)C)C(C)C. The catalyst is C(Cl)Cl.O. The product is [Br:1][C:2]1[CH:10]=[C:9](/[CH:11]=[CH:12]/[CH:13]([C:18]2[CH:19]=[C:20]([Cl:26])[C:21]([F:25])=[C:22]([Cl:24])[CH:23]=2)[C:14]([F:17])([F:16])[F:15])[CH:8]=[CH:7][C:3]=1[C:4]([NH:27][CH2:28][C:29](=[O:30])[NH:31][CH2:32][C:33]([F:36])([F:35])[F:34])=[O:5]. The yield is 0.310. (2) The reactants are FC(F)(F)S(O[C:7]1[CH2:12][CH2:11][CH:10]([O:13][CH3:14])[CH2:9][CH:8]=1)(=O)=O.C(N(CC)CC)C.CN(C)C=O.[CH2:29]([O:36][C:37]1[N:38]=[N:39][C:40]([C:51]#[CH:52])=[CH:41][C:42]=1[O:43][CH2:44][C:45]1[CH:50]=[CH:49][CH:48]=[CH:47][CH:46]=1)[C:30]1[CH:35]=[CH:34][CH:33]=[CH:32][CH:31]=1. The catalyst is O1CCCC1.[Cu]I.C1C=CC([P]([Pd]([P](C2C=CC=CC=2)(C2C=CC=CC=2)C2C=CC=CC=2)([P](C2C=CC=CC=2)(C2C=CC=CC=2)C2C=CC=CC=2)[P](C2C=CC=CC=2)(C2C=CC=CC=2)C2C=CC=CC=2)(C2C=CC=CC=2)C2C=CC=CC=2)=CC=1. The product is [CH2:29]([O:36][C:37]1[N:38]=[N:39][C:40]([C:51]#[C:52][C:7]2[CH2:12][CH2:11][CH:10]([O:13][CH3:14])[CH2:9][CH:8]=2)=[CH:41][C:42]=1[O:43][CH2:44][C:45]1[CH:50]=[CH:49][CH:48]=[CH:47][CH:46]=1)[C:30]1[CH:31]=[CH:32][CH:33]=[CH:34][CH:35]=1. The yield is 0.850. (3) The product is [CH3:13][C:4]1[CH:3]=[C:2]([NH:14][CH2:15][C:16]2[CH:21]=[CH:20][CH:19]=[CH:18][N:17]=2)[C:11]2[C:6](=[C:7]([OH:12])[CH:8]=[CH:9][CH:10]=2)[N:5]=1. The reactants are Cl[C:2]1[C:11]2[C:6](=[C:7]([OH:12])[CH:8]=[CH:9][CH:10]=2)[N:5]=[C:4]([CH3:13])[CH:3]=1.[NH2:14][CH2:15][C:16]1[CH:21]=[CH:20][CH:19]=[CH:18][N:17]=1.C(OCC)(=O)C. The catalyst is CS(C)=O. The yield is 0.440. (4) The reactants are [H-].[Na+].[CH2:3]([C@H:6]1[CH2:10][NH:9][C:8](=[O:11])[CH2:7]1)[CH2:4][CH3:5].[CH3:12][O:13][C:14](=[O:20])[C:15](C)(Br)[CH2:16][CH3:17]. The catalyst is O1CCCC1.O. The product is [CH3:12][O:13][C:14](=[O:20])[CH:15]([N:9]1[CH2:10][C@H:6]([CH2:3][CH2:4][CH3:5])[CH2:7][C:8]1=[O:11])[CH2:16][CH3:17]. The yield is 0.860. (5) The reactants are [CH:1](=O)[C:2]1[C:3](=[CH:5][CH:6]=[CH:7][CH:8]=1)[OH:4].[C:10]12([C:20](=[O:23])[CH2:21]Br)[CH2:19][CH:14]3[CH2:15][CH:16]([CH2:18][CH:12]([CH2:13]3)[CH2:11]1)[CH2:17]2.[OH-].[K+]. The catalyst is C(O)C. The product is [C:10]12([C:20]([C:21]3[O:4][C:3]4[CH:5]=[CH:6][CH:7]=[CH:8][C:2]=4[CH:1]=3)=[O:23])[CH2:17][CH:16]3[CH2:15][CH:14]([CH2:13][CH:12]([CH2:18]3)[CH2:11]1)[CH2:19]2. The yield is 0.350. (6) The reactants are [O:1]=[C:2]1[NH:11][C:10]2[C:5](=[CH:6][CH:7]=[CH:8][CH:9]=2)[NH:4][C@@H:3]1[CH2:12][C:13]([O:15][CH3:16])=[O:14].[Cl:17][C:18]1[CH:19]=[C:20]([S:25](Cl)(=[O:27])=[O:26])[CH:21]=[CH:22][C:23]=1[Cl:24]. The catalyst is N1C=CC=CC=1. The product is [Cl:17][C:18]1[CH:19]=[C:20]([S:25]([N:4]2[C:5]3[C:10](=[CH:9][CH:8]=[CH:7][CH:6]=3)[NH:11][C:2](=[O:1])[C@H:3]2[CH2:12][C:13]([O:15][CH3:16])=[O:14])(=[O:26])=[O:27])[CH:21]=[CH:22][C:23]=1[Cl:24]. The yield is 0.490.